Dataset: hERG potassium channel inhibition data for cardiac toxicity prediction from Karim et al.. Task: Regression/Classification. Given a drug SMILES string, predict its toxicity properties. Task type varies by dataset: regression for continuous values (e.g., LD50, hERG inhibition percentage) or binary classification for toxic/non-toxic outcomes (e.g., AMES mutagenicity, cardiotoxicity, hepatotoxicity). Dataset: herg_karim. (1) The compound is Cc1nc2ccccc2n1C1C[C@H]2CC[C@H](C1)N2CC[C@H](NC(=O)c1ccc[n+]([O-])c1)c1ccc(F)cc1. The result is 1 (blocker). (2) The drug is COc1ccc2c(c1)CC(CCN(C)C)=C2[C@@H](C)c1cnccn1. The result is 1 (blocker). (3) The drug is CCN(CC)C(=O)c1ccc(C2=CC3(CCNCC3)Oc3c(O)cccc32)cc1. The result is 0 (non-blocker). (4) The drug is CN(CC=C1CCCc2c1cnn2-c1ccccc1)Cc1ccccc1. The result is 1 (blocker). (5) The compound is NC1(C(=O)NC(CS(N)(=O)=O)c2ccc(Cl)cc2)CCN(c2ncnc3[nH]ccc23)CC1. The result is 0 (non-blocker). (6) The molecule is O=C(CCc1ccccc1)c1ccccc1OCC(O)CN1CCN(C(c2ccccc2)(c2ccccc2)c2ccccc2)CC1. The result is 0 (non-blocker).